Dataset: Catalyst prediction with 721,799 reactions and 888 catalyst types from USPTO. Task: Predict which catalyst facilitates the given reaction. (1) Reactant: [C:1]([O:5][C:6]([N:8]1[CH2:12][C@@H:11]([NH:13]C(OCC[Si](C)(C)C)=O)[C@H:10]([CH2:23][NH:24][CH:25]([CH3:27])[CH3:26])[CH2:9]1)=[O:7])([CH3:4])([CH3:3])[CH3:2].[CH3:28][O:29][C:30]1[CH:38]=[CH:37][C:33]([C:34](O)=[O:35])=[CH:32][C:31]=1[O:39][CH2:40][CH2:41][CH:42]1[CH2:46][CH2:45][CH2:44][O:43]1.CCCCCC.CCOC(C)=O.CC#N.O. Product: [C:1]([O:5][C:6]([N:8]1[CH2:9][C@@H:10]([CH2:23][N:24]([CH:25]([CH3:26])[CH3:27])[C:34](=[O:35])[C:33]2[CH:37]=[CH:38][C:30]([O:29][CH3:28])=[C:31]([O:39][CH2:40][CH2:41][CH:42]3[CH2:46][CH2:45][CH2:44][O:43]3)[CH:32]=2)[C@H:11]([NH2:13])[CH2:12]1)=[O:7])([CH3:2])([CH3:3])[CH3:4]. The catalyst class is: 578. (2) Reactant: [O:1]1[CH2:6][CH2:5][N:4]([CH2:7][CH2:8][NH:9][C:10](=[O:24])[C:11]2[CH:16]=[C:15]([C:17]([F:20])([F:19])[F:18])[CH:14]=[C:13]([N+:21]([O-])=O)[CH:12]=2)[CH2:3][CH2:2]1. Product: [NH2:21][C:13]1[CH:12]=[C:11]([CH:16]=[C:15]([C:17]([F:20])([F:19])[F:18])[CH:14]=1)[C:10]([NH:9][CH2:8][CH2:7][N:4]1[CH2:3][CH2:2][O:1][CH2:6][CH2:5]1)=[O:24]. The catalyst class is: 582. (3) Reactant: [N:1]1([CH2:10][C:11]2[CH:19]=[CH:18][C:14]([C:15]([OH:17])=O)=[CH:13][CH:12]=2)[C:5]2[CH:6]=[CH:7][CH:8]=[CH:9][C:4]=2[N:3]=[CH:2]1.C(Cl)CCl.C1C=CC2N(O)N=NC=2C=1.CCN(C(C)C)C(C)C.Cl.[CH3:44][O:45][C:46](=[O:52])[C@H:47]([C@@H:49]([CH3:51])[OH:50])[NH2:48]. Product: [N:1]1([CH2:10][C:11]2[CH:12]=[CH:13][C:14]([C:15]([NH:48][C@H:47]([C:46]([O:45][CH3:44])=[O:52])[C@@H:49]([CH3:51])[OH:50])=[O:17])=[CH:18][CH:19]=2)[C:5]2[CH:6]=[CH:7][CH:8]=[CH:9][C:4]=2[N:3]=[CH:2]1. The catalyst class is: 3. (4) Reactant: [C:1]([C:5]1[N:9]([CH2:10][CH:11]2[CH2:16][CH2:15][O:14][CH2:13][CH2:12]2)[C:8]2[CH:17]=[CH:18][C:19]([N:21]([CH3:34])[S:22]([C:25]3[CH:30]=[CH:29][C:28]([N+:31]([O-])=O)=[CH:27][CH:26]=3)(=[O:24])=[O:23])=[CH:20][C:7]=2[N:6]=1)([CH3:4])([CH3:3])[CH3:2].CCO. Product: [NH2:31][C:28]1[CH:29]=[CH:30][C:25]([S:22]([N:21]([C:19]2[CH:18]=[CH:17][C:8]3[N:9]([CH2:10][CH:11]4[CH2:12][CH2:13][O:14][CH2:15][CH2:16]4)[C:5]([C:1]([CH3:4])([CH3:2])[CH3:3])=[N:6][C:7]=3[CH:20]=2)[CH3:34])(=[O:24])=[O:23])=[CH:26][CH:27]=1. The catalyst class is: 99. (5) Reactant: [N:1]1([C@H:7]2[CH2:11][C@@H:10]([OH:12])[CH:9]=[CH:8]2)[CH2:6][CH2:5][CH2:4][CH2:3][CH2:2]1. Product: [N:1]1([C@@H:7]2[CH2:8][CH2:9][C@H:10]([OH:12])[CH2:11]2)[CH2:6][CH2:5][CH2:4][CH2:3][CH2:2]1. The catalyst class is: 603. (6) Reactant: Cl.[NH2:2][OH:3].[Cl:4][C:5]1[CH:12]=[C:11]([F:13])[CH:10]=[CH:9][C:6]=1[CH:7]=O.[OH-].[Na+].Cl. Product: [Cl:4][C:5]1[CH:12]=[C:11]([F:13])[CH:10]=[CH:9][C:6]=1[CH:7]=[N:2][OH:3]. The catalyst class is: 40. (7) Reactant: [C:1]([C:3]1[CH:15]=[CH:14][C:6]([CH2:7][NH:8][CH2:9][C:10]([O:12][CH3:13])=[O:11])=[CH:5][CH:4]=1)#[N:2].[C:16](O[C:16]([O:18][C:19]([CH3:22])([CH3:21])[CH3:20])=[O:17])([O:18][C:19]([CH3:22])([CH3:21])[CH3:20])=[O:17]. Product: [C:19]([O:18][C:16]([N:8]([CH2:7][C:6]1[CH:5]=[CH:4][C:3]([C:1]#[N:2])=[CH:15][CH:14]=1)[CH2:9][C:10]([O:12][CH3:13])=[O:11])=[O:17])([CH3:22])([CH3:21])[CH3:20]. The catalyst class is: 64. (8) Reactant: [N+:1]([C:4]1[CH:9]=[CH:8][C:7]([N:10]2[CH2:15][CH2:14][NH:13][CH2:12][CH2:11]2)=[CH:6][CH:5]=1)([O-:3])=[O:2].C(O)(=O)C.C(O[C:23]1(O[Si](C)(C)C)[CH2:25][CH2:24]1)C.C([BH3-])#N.[Na+]. Product: [CH:23]1([N:13]2[CH2:14][CH2:15][N:10]([C:7]3[CH:6]=[CH:5][C:4]([N+:1]([O-:3])=[O:2])=[CH:9][CH:8]=3)[CH2:11][CH2:12]2)[CH2:25][CH2:24]1. The catalyst class is: 5. (9) Reactant: [C:1]([O:5][C:6](=[O:17])[NH:7][C@H:8]1[CH2:13][CH2:12][CH2:11][C@@H:10]([C:14](=O)[NH2:15])[CH2:9]1)([CH3:4])([CH3:3])[CH3:2].C(N(CC)CC)C.C(OC(C(F)(F)F)=O)(C(F)(F)F)=O. Product: [C:1]([O:5][C:6](=[O:17])[NH:7][C@H:8]1[CH2:13][CH2:12][CH2:11][C@@H:10]([C:14]#[N:15])[CH2:9]1)([CH3:4])([CH3:2])[CH3:3]. The catalyst class is: 46. (10) Reactant: C([Mg]Cl)(C)C.[Cl-].[Li+].[Mg].C(Cl)(C)C.[C:13]([CH2:15][C:16]1[CH:17]=[C:18]([CH:21]=[CH:22][C:23]=1I)[C:19]#[N:20])#[N:14].[Cu]C#N.[CH:28]1[N:29]=[CH:30][N:31]2[CH2:36][CH2:35][CH2:34][C:33](=[O:37])[C:32]=12. Product: [C:13]([CH2:15][C:16]1[CH:17]=[C:18]([CH:21]=[CH:22][C:23]=1[C:33]1([OH:37])[CH2:34][CH2:35][CH2:36][N:31]2[CH:30]=[N:29][CH:28]=[C:32]12)[C:19]#[N:20])#[N:14]. The catalyst class is: 7.